This data is from Catalyst prediction with 721,799 reactions and 888 catalyst types from USPTO. The task is: Predict which catalyst facilitates the given reaction. Reactant: [F:1][CH:2]([F:34])[C:3]1[C:11]2[C:6](=[CH:7][C:8]([F:12])=[CH:9][CH:10]=2)[N:5]([S:13]([C:16]2[CH:21]=[CH:20][C:19]([O:22][CH2:23][C:24]([F:27])([F:26])[F:25])=[C:18]([N:28]3[CH2:33][CH2:32][NH:31][CH2:30][CH2:29]3)[CH:17]=2)(=[O:15])=[O:14])[CH:4]=1.[C:35]([BH3-])#N.[Na+].C=O. Product: [F:34][CH:2]([F:1])[C:3]1[C:11]2[C:6](=[CH:7][C:8]([F:12])=[CH:9][CH:10]=2)[N:5]([S:13]([C:16]2[CH:21]=[CH:20][C:19]([O:22][CH2:23][C:24]([F:27])([F:26])[F:25])=[C:18]([N:28]3[CH2:33][CH2:32][N:31]([CH3:35])[CH2:30][CH2:29]3)[CH:17]=2)(=[O:14])=[O:15])[CH:4]=1. The catalyst class is: 5.